Dataset: Forward reaction prediction with 1.9M reactions from USPTO patents (1976-2016). Task: Predict the product of the given reaction. Given the reactants [CH3:1][O:2][C:3]1[CH:4]=[CH:5][C:6]([CH2:11][C@@H:12]2[C@@H:17]([CH2:18][C:19]3[CH:20]=[CH:21][C:22]([OH:27])=[C:23]([O:25][CH3:26])[CH:24]=3)[C:15](=[O:16])[O:14][CH2:13]2)=[CH:7][C:8]=1[O:9][CH3:10].[C:28]([OH:39])(=[O:38])[CH2:29][CH2:30][CH2:31][CH2:32][CH2:33][CH2:34][CH2:35][CH2:36][CH3:37].O, predict the reaction product. The product is: [CH3:1][O:2][C:3]1[CH:4]=[CH:5][C:6]([CH2:11][C@@H:12]2[C@@H:17]([CH2:18][C:19]3[CH:20]=[CH:21][C:22]([OH:27])=[C:23]([O:25][CH3:26])[CH:24]=3)[C:15](=[O:16])[O:14][CH2:13]2)=[CH:7][C:8]=1[O:9][CH3:10].[C:28]([O-:39])(=[O:38])[CH2:29][CH2:30][CH2:31][CH2:32][CH2:33][CH2:34][CH2:35][CH2:36][CH3:37].